From a dataset of Reaction yield outcomes from USPTO patents with 853,638 reactions. Predict the reaction yield, written as a fraction of the theoretical maximum amount of product (1.0 means a 100% yield; for example, 0.34 means a 34% yield). (1) The reactants are [O:1]=[CH:2][C@@H:3]([C@H:5]([C@@H:7]([C@@H:9]([CH2:11][OH:12])[OH:10])[OH:8])[OH:6])[OH:4].[CH2:13]([O:20][C:21]1[CH:22]=[C:23]([CH:27]=[C:28]([O:38][CH2:39][C:40]2[CH:45]=[CH:44][CH:43]=[CH:42][CH:41]=2)[C:29]=1[O:30][CH2:31][C:32]1[CH:37]=[CH:36][CH:35]=[CH:34][CH:33]=1)[C:24]([OH:26])=O)[C:14]1[CH:19]=[CH:18][CH:17]=[CH:16][CH:15]=1.CCN=C=N[CH2:51][CH2:52][CH2:53]N(C)C.Cl. The catalyst is CN(C1C=CN=CC=1)C.C(Cl)Cl. The product is [C:14]1([CH2:13][O:20][C:21]2[CH:22]=[C:23]([CH:27]=[C:28]([O:38][CH2:39][C:40]3[CH:41]=[CH:42][CH:43]=[CH:44][CH:45]=3)[C:29]=2[O:30][CH2:31][C:32]2[CH:37]=[CH:36][CH:35]=[CH:34][CH:33]=2)[C:24]([O:1][C@@H:2]2[O:10][C@H:9]([CH2:11][O:12][C:24](=[O:26])[C:23]3[CH:22]=[C:21]([O:20][CH2:13][C:14]4[CH:19]=[CH:18][CH:17]=[CH:16][CH:15]=4)[C:29]([O:30][CH2:31][C:32]4[CH:37]=[CH:36][CH:35]=[CH:34][CH:33]=4)=[C:28]([O:38][CH2:39][C:51]4[CH:52]=[CH:53][CH:41]=[CH:40][CH:45]=4)[CH:27]=3)[C@@H:7]([O:8][C:24](=[O:26])[C:23]3[CH:27]=[C:28]([O:38][CH2:39][C:40]4[CH:45]=[CH:44][CH:43]=[CH:42][CH:41]=4)[C:29]([O:30][CH2:31][C:32]4[CH:33]=[CH:34][CH:35]=[CH:36][CH:37]=4)=[C:21]([O:20][CH2:13][C:14]4[CH:15]=[CH:16][CH:17]=[CH:18][CH:19]=4)[CH:22]=3)[C@H:5]([O:6][C:24](=[O:26])[C:23]3[CH:27]=[C:28]([O:38][CH2:39][C:40]4[CH:45]=[CH:44][CH:43]=[CH:42][CH:41]=4)[C:29]([O:30][CH2:31][C:32]4[CH:33]=[CH:34][CH:35]=[CH:36][CH:37]=4)=[C:21]([O:20][CH2:13][C:14]4[CH:15]=[CH:16][CH:17]=[CH:18][CH:19]=4)[CH:22]=3)[C@H:3]2[O:4][C:24](=[O:26])[C:23]2[CH:27]=[C:28]([O:38][CH2:39][C:40]3[CH:45]=[CH:44][CH:43]=[CH:42][CH:41]=3)[C:29]([O:30][CH2:31][C:32]3[CH:33]=[CH:34][CH:35]=[CH:36][CH:37]=3)=[C:21]([O:20][CH2:13][C:14]3[CH:15]=[CH:16][CH:17]=[CH:18][CH:19]=3)[CH:22]=2)=[O:26])[CH:19]=[CH:18][CH:17]=[CH:16][CH:15]=1. The yield is 0.0900. (2) The reactants are [F:1][C:2]1[CH:7]=[C:6]([N+:8]([O-:10])=[O:9])[CH:5]=[CH:4][C:3]=1[CH:11]([C:16]([O:18][CH3:19])=[O:17])[C:12]([O:14][CH3:15])=[O:13].[C:20](#[N:23])[CH:21]=[CH2:22].C[O-].[Na+]. The catalyst is CO.ClCCl. The product is [C:20]([CH2:21][CH2:22][C:11]([C:3]1[CH:4]=[CH:5][C:6]([N+:8]([O-:10])=[O:9])=[CH:7][C:2]=1[F:1])([C:16]([O:18][CH3:19])=[O:17])[C:12]([O:14][CH3:15])=[O:13])#[N:23]. The yield is 0.520. (3) The catalyst is C1COCC1.C(Cl)Cl.O. The product is [Cl:1][C:2]1[S:6][C:5]([S:7]([NH:10][C:11]2[C:19]3[C:14](=[CH:15][CH:16]=[CH:17][C:18]=3[O:20][CH3:21])[N:13]([CH2:22][C:23]3[CH:24]=[C:25]([CH:30]=[CH:31][CH:32]=3)[C:26]([NH:41][CH3:42])=[O:28])[N:12]=2)(=[O:8])=[O:9])=[CH:4][CH:3]=1. The yield is 0.750. The reactants are [Cl:1][C:2]1[S:6][C:5]([S:7]([N:10](COCC[Si](C)(C)C)[C:11]2[C:19]3[C:14](=[CH:15][CH:16]=[CH:17][C:18]=3[O:20][CH3:21])[N:13]([CH2:22][C:23]3[CH:24]=[C:25]([CH:30]=[CH:31][CH:32]=3)[C:26]([O:28]C)=O)[N:12]=2)(=[O:9])=[O:8])=[CH:4][CH:3]=1.[NH:41]1CCCN2CCCN=[C:42]12.CN.CCCC[N+](CCCC)(CCCC)CCCC.[F-]. (4) The reactants are [C:1]([C:4]1[C:9](=[O:10])[C:8]([Br:11])=[CH:7][N:6]([C:12]2[CH:17]=[CH:16][CH:15]=[C:14]([C:18]([F:21])([F:20])[F:19])[CH:13]=2)[N:5]=1)(=O)[CH3:2].[CH3:22]OC(OC)N(C)C.CC(O)=O.[C:34]1([NH:40][NH2:41])[CH:39]=[CH:38][CH:37]=[CH:36][CH:35]=1. The catalyst is Cl. The product is [Br:11][C:8]1[C:9](=[O:10])[C:4]([C:1]2[N:40]([C:34]3[CH:39]=[CH:38][CH:37]=[CH:36][CH:35]=3)[N:41]=[CH:22][CH:2]=2)=[N:5][N:6]([C:12]2[CH:17]=[CH:16][CH:15]=[C:14]([C:18]([F:21])([F:20])[F:19])[CH:13]=2)[CH:7]=1. The yield is 0.350. (5) The reactants are [F:1][C:2]1[CH:7]=[CH:6][C:5]([N:8]2[C:12](=[O:13])[NH:11][N:10]=[N:9]2)=[C:4]([O:14][CH:15]([CH3:17])[CH3:16])[CH:3]=1.[C:18]([O-])([O-])=O.[K+].[K+].IC. The catalyst is CN(C=O)C. The product is [F:1][C:2]1[CH:7]=[CH:6][C:5]([N:8]2[C:12](=[O:13])[N:11]([CH3:18])[N:10]=[N:9]2)=[C:4]([O:14][CH:15]([CH3:17])[CH3:16])[CH:3]=1. The yield is 0.810. (6) The reactants are [F:1][C:2]1[CH:7]=[C:6]([Cl:8])[CH:5]=[CH:4][C:3]=1B(O)O.[C:12](=[O:15])([O-])[O-].[Na+].[Na+].CO[CH2:20][CH2:21][O:22]C. The catalyst is C1C=CC(P(C2C=CC=CC=2)[C-]2C=CC=C2)=CC=1.C1C=CC(P(C2C=CC=CC=2)[C-]2C=CC=C2)=CC=1.Cl[Pd]Cl.[Fe+2]. The product is [Cl:8][C:6]1[CH:5]=[CH:4][C:3]([C:2]2[CH:3]=[CH:4][C:21]([OH:22])=[C:20]([CH:12]=[O:15])[CH:7]=2)=[C:2]([F:1])[CH:7]=1. The yield is 0.890. (7) The reactants are [Br:1][C:2]1[CH:10]=[C:9]([NH2:11])[C:8]([O:12][CH3:13])=[C:7]2[C:3]=1[C:4]1[CH:17]=[C:16]([CH3:18])[CH:15]=[N:14][C:5]=1[NH:6]2.[CH3:19][C:20]([O:23][C:24](O[C:24]([O:23][C:20]([CH3:22])([CH3:21])[CH3:19])=[O:25])=[O:25])([CH3:22])[CH3:21]. The catalyst is C(Cl)Cl.C1COCC1. The product is [Br:1][C:2]1[CH:10]=[C:9]([NH:11][C:24]([O:23][C:20]([CH3:22])([CH3:21])[CH3:19])=[O:25])[C:8]([O:12][CH3:13])=[C:7]2[C:3]=1[C:4]1[CH:17]=[C:16]([CH3:18])[CH:15]=[N:14][C:5]=1[N:6]2[C:24]([O:23][C:20]([CH3:22])([CH3:21])[CH3:19])=[O:25]. The yield is 0.700.